This data is from Full USPTO retrosynthesis dataset with 1.9M reactions from patents (1976-2016). The task is: Predict the reactants needed to synthesize the given product. (1) Given the product [CH3:1][O:2][CH2:3][C:4]1[C:8]([C:9]([O:11][CH3:12])=[O:10])=[CH:7][N:6]([C:13]2[CH:18]=[CH:17][CH:16]=[C:15]([O:20][CH3:19])[CH:14]=2)[N:5]=1, predict the reactants needed to synthesize it. The reactants are: [CH3:1][O:2][CH2:3][C:4]1[C:8]([C:9]([O:11][CH3:12])=[O:10])=[CH:7][N:6]([C:13]2[CH:18]=[CH:17][CH:16]=[CH:15][CH:14]=2)[N:5]=1.[CH3:19][O:20]C1C=C(B(O)O)C=CC=1.N1C=CC=CC=1. (2) Given the product [CH2:1]([O:3][C:4]1[CH:5]=[C:6]([C:13](=[O:21])[CH2:14][CH2:15][C:16]([NH:36][C:37]2[S:41][C:40]([C:42]([O:44][CH2:45][CH3:46])=[O:43])=[C:39]([C:47]3[CH:52]=[CH:51][CH:50]=[CH:49][CH:48]=3)[CH:38]=2)=[O:18])[CH:7]=[CH:8][C:9]=1[O:10][CH2:11][CH3:12])[CH3:2], predict the reactants needed to synthesize it. The reactants are: [CH2:1]([O:3][C:4]1[CH:5]=[C:6]([C:13]([O:21]C)(OC)[CH2:14][CH2:15][C:16]([O-:18])=O)[CH:7]=[CH:8][C:9]=1[O:10][CH2:11][CH3:12])[CH3:2].[K+].ClC1C=C(Cl)C=C(Cl)C=1C(Cl)=O.[NH2:36][C:37]1[S:41][C:40]([C:42]([O:44][CH2:45][CH3:46])=[O:43])=[C:39]([C:47]2[CH:52]=[CH:51][CH:50]=[CH:49][CH:48]=2)[CH:38]=1.Cl.